From a dataset of Full USPTO retrosynthesis dataset with 1.9M reactions from patents (1976-2016). Predict the reactants needed to synthesize the given product. (1) Given the product [CH3:1][O:2][CH:3]=[CH:4][C:5]1[C:6]([N:11]2[CH2:13][CH2:14][CH2:15][CH2:16][C:17]2=[O:18])=[N:7][N:8]([CH3:10])[CH:9]=1, predict the reactants needed to synthesize it. The reactants are: [CH3:1][O:2][CH:3]=[CH:4][C:5]1[C:6]([NH2:11])=[N:7][N:8]([CH3:10])[CH:9]=1.Br[CH2:13][CH2:14][CH2:15][CH2:16][C:17](Cl)=[O:18].[OH-].[K+]. (2) Given the product [OH:7][CH2:6][CH2:5][CH2:4][CH2:3][CH:2]1[CH2:10][O:12][O:9][CH2:1]1, predict the reactants needed to synthesize it. The reactants are: [CH2:1]([OH:9])[CH:2](O)[CH2:3][CH2:4][CH2:5][CH2:6][OH:7].[CH2:10]([O:12]COCC)C.C1(C)C(S(O)(=O)=O)=CC=CC=1.